Dataset: NCI-60 drug combinations with 297,098 pairs across 59 cell lines. Task: Regression. Given two drug SMILES strings and cell line genomic features, predict the synergy score measuring deviation from expected non-interaction effect. (1) Drug 1: CC1=C(C=C(C=C1)NC(=O)C2=CC=C(C=C2)CN3CCN(CC3)C)NC4=NC=CC(=N4)C5=CN=CC=C5. Drug 2: CCC1=C2CN3C(=CC4=C(C3=O)COC(=O)C4(CC)O)C2=NC5=C1C=C(C=C5)O. Cell line: TK-10. Synergy scores: CSS=9.73, Synergy_ZIP=0.249, Synergy_Bliss=4.84, Synergy_Loewe=-17.4, Synergy_HSA=-4.10. (2) Drug 1: CS(=O)(=O)C1=CC(=C(C=C1)C(=O)NC2=CC(=C(C=C2)Cl)C3=CC=CC=N3)Cl. Drug 2: CC1CCCC2(C(O2)CC(NC(=O)CC(C(C(=O)C(C1O)C)(C)C)O)C(=CC3=CSC(=N3)C)C)C. Cell line: UO-31. Synergy scores: CSS=28.6, Synergy_ZIP=-3.42, Synergy_Bliss=-1.01, Synergy_Loewe=0.293, Synergy_HSA=-0.199. (3) Drug 2: CNC(=O)C1=NC=CC(=C1)OC2=CC=C(C=C2)NC(=O)NC3=CC(=C(C=C3)Cl)C(F)(F)F. Cell line: CCRF-CEM. Drug 1: C1=C(C(=O)NC(=O)N1)N(CCCl)CCCl. Synergy scores: CSS=77.7, Synergy_ZIP=5.75, Synergy_Bliss=6.89, Synergy_Loewe=6.58, Synergy_HSA=7.84.